This data is from Full USPTO retrosynthesis dataset with 1.9M reactions from patents (1976-2016). The task is: Predict the reactants needed to synthesize the given product. Given the product [ClH:18].[NH:4]1[CH2:5][CH2:6][NH:1][CH2:2][C@H:3]1[C:7]([O:9][CH3:10])=[O:8], predict the reactants needed to synthesize it. The reactants are: [N:1]1(C(OC(C)(C)C)=O)[CH2:6][CH2:5][NH:4][C@H:3]([C:7]([O:9][CH3:10])=[O:8])[CH2:2]1.[ClH:18].